Dataset: Aqueous solubility values for 9,982 compounds from the AqSolDB database. Task: Regression/Classification. Given a drug SMILES string, predict its absorption, distribution, metabolism, or excretion properties. Task type varies by dataset: regression for continuous measurements (e.g., permeability, clearance, half-life) or binary classification for categorical outcomes (e.g., BBB penetration, CYP inhibition). For this dataset (solubility_aqsoldb), we predict Y. (1) The molecule is CCCC(=O)NNC(=O)CCC. The Y is -1.00 log mol/L. (2) The molecule is Clc1cccc(Cl)c1. The Y is -3.07 log mol/L. (3) The compound is CNC(=O)OCc1ccc(Cl)c(Cl)c1. The Y is -3.14 log mol/L. (4) The Y is -1.12 log mol/L. The compound is O=S(=O)([O-])c1ccc(N=Nc2c(O)ccc3ccccc23)cc1.[Na+]. (5) The molecule is Cc1ccc(C)c(C(=O)O)c1. The Y is -2.92 log mol/L. (6) The compound is CC1COc2c(N3CCN(C)CC3)c(F)cc3c(=O)c(C(=O)O)cn1c23. The Y is -1.27 log mol/L. (7) The molecule is C=CCc1ccc(OCC(=O)[O-])c(OC)c1. The Y is -2.28 log mol/L.